This data is from Reaction yield outcomes from USPTO patents with 853,638 reactions. The task is: Predict the reaction yield, written as a fraction of the theoretical maximum amount of product (1.0 means a 100% yield; for example, 0.34 means a 34% yield). (1) The reactants are [N+:1]([C:4]1[CH:9]=[CH:8][CH:7]=[CH:6][C:5]=1[S:10](Cl)(=[O:12])=[O:11])([O-:3])=[O:2].[CH:14]([NH2:27])([C:21]1[CH:26]=[CH:25][CH:24]=[CH:23][CH:22]=1)[C:15]1[CH:20]=[CH:19][CH:18]=[CH:17][CH:16]=1.Cl. The catalyst is C(Cl)Cl.O.C(N(CC)CC)C. The product is [N+:1]([C:4]1[CH:9]=[CH:8][CH:7]=[CH:6][C:5]=1[S:10]([NH:27][CH:14]([C:15]1[CH:20]=[CH:19][CH:18]=[CH:17][CH:16]=1)[C:21]1[CH:26]=[CH:25][CH:24]=[CH:23][CH:22]=1)(=[O:12])=[O:11])([O-:3])=[O:2]. The yield is 0.987. (2) The reactants are [C:1]([O:5][C:6](=[O:30])[NH:7][CH2:8][C:9]1[C:10]([CH2:26][CH:27]([CH3:29])[CH3:28])=[N:11][C:12]([CH3:25])=[C:13]([CH2:22][C:23]#N)[C:14]=1[C:15]1[CH:20]=[CH:19][C:18]([CH3:21])=[CH:17][CH:16]=1)([CH3:4])([CH3:3])[CH3:2].[OH-:31].[Na+].Cl.CI.[C:36](=O)([O-])[O-:37].[K+].[K+]. The catalyst is C(O)C.C(OCC)(=O)C. The product is [CH3:36][O:37][C:23](=[O:31])[CH2:22][C:13]1[C:12]([CH3:25])=[N:11][C:10]([CH2:26][CH:27]([CH3:28])[CH3:29])=[C:9]([CH2:8][NH:7][C:6]([O:5][C:1]([CH3:3])([CH3:2])[CH3:4])=[O:30])[C:14]=1[C:15]1[CH:16]=[CH:17][C:18]([CH3:21])=[CH:19][CH:20]=1. The yield is 0.100. (3) The reactants are [F:1][C:2]1[CH:3]=[C:4]([OH:9])[CH:5]=[CH:6][C:7]=1[F:8].Cl[C:11]1[CH:16]=[C:15]([CH3:17])[N:14]=[C:13]([NH:18][C:19]2[CH:24]=[CH:23][C:22]([N:25]3[CH:29]=[C:28]([CH3:30])[N:27]=[CH:26]3)=[C:21]([O:31][CH3:32])[CH:20]=2)[N:12]=1. No catalyst specified. The product is [F:1][C:2]1[CH:3]=[C:4]([CH:5]=[CH:6][C:7]=1[F:8])[O:9][C:11]1[CH:16]=[C:15]([CH3:17])[N:14]=[C:13]([NH:18][C:19]2[CH:24]=[CH:23][C:22]([N:25]3[CH:29]=[C:28]([CH3:30])[N:27]=[CH:26]3)=[C:21]([O:31][CH3:32])[CH:20]=2)[N:12]=1. The yield is 0.810.